The task is: Binary Classification. Given a drug SMILES string, predict its activity (active/inactive) in a high-throughput screening assay against a specified biological target.. This data is from M1 muscarinic receptor antagonist screen with 61,756 compounds. (1) The molecule is O(C(=O)CCn1nc(cc1N)c1ccccc1)CC. The result is 0 (inactive). (2) The molecule is s1c2nc(n(c(=O)c2c(c1C(O)=O)C)C)C. The result is 0 (inactive). (3) The drug is Brc1oc(c2sc3n(n2)c(nn3)Cc2ccccc2)cc1. The result is 0 (inactive).